From a dataset of NCI-60 drug combinations with 297,098 pairs across 59 cell lines. Regression. Given two drug SMILES strings and cell line genomic features, predict the synergy score measuring deviation from expected non-interaction effect. (1) Drug 1: CN1C(=O)N2C=NC(=C2N=N1)C(=O)N. Drug 2: COC1=NC(=NC2=C1N=CN2C3C(C(C(O3)CO)O)O)N. Cell line: SF-539. Synergy scores: CSS=0.945, Synergy_ZIP=1.37, Synergy_Bliss=2.52, Synergy_Loewe=-2.50, Synergy_HSA=-1.17. (2) Drug 1: CC12CCC3C(C1CCC2NC(=O)OCC(F)(F)F)CCC4C3(C=CC(=O)N4C)C. Drug 2: C1CC2CC3=C(CC1C24CN(S(=O)(=O)N4)CC(F)(F)F)C=CC(=C3)C=CCN5CCC(CC5)C(F)(F)F. Cell line: HCT116. Synergy scores: CSS=33.2, Synergy_ZIP=-0.229, Synergy_Bliss=1.96, Synergy_Loewe=-0.505, Synergy_HSA=4.57. (3) Drug 1: CC1OCC2C(O1)C(C(C(O2)OC3C4COC(=O)C4C(C5=CC6=C(C=C35)OCO6)C7=CC(=C(C(=C7)OC)O)OC)O)O. Synergy scores: CSS=44.6, Synergy_ZIP=1.97, Synergy_Bliss=2.66, Synergy_Loewe=-15.9, Synergy_HSA=2.24. Cell line: K-562. Drug 2: C1CC(=O)NC(=O)C1N2C(=O)C3=CC=CC=C3C2=O. (4) Drug 1: C1=NNC2=C1C(=O)NC=N2. Drug 2: C1CN(P(=O)(OC1)NCCCl)CCCl. Cell line: CAKI-1. Synergy scores: CSS=3.90, Synergy_ZIP=-3.30, Synergy_Bliss=-2.29, Synergy_Loewe=-4.16, Synergy_HSA=-3.45. (5) Drug 1: C1C(C(OC1N2C=C(C(=O)NC2=O)F)CO)O. Drug 2: CC(C)(C#N)C1=CC(=CC(=C1)CN2C=NC=N2)C(C)(C)C#N. Cell line: ACHN. Synergy scores: CSS=24.7, Synergy_ZIP=0.401, Synergy_Bliss=0.200, Synergy_Loewe=-17.9, Synergy_HSA=-0.929.